From a dataset of NCI-60 drug combinations with 297,098 pairs across 59 cell lines. Regression. Given two drug SMILES strings and cell line genomic features, predict the synergy score measuring deviation from expected non-interaction effect. (1) Drug 1: C1=CC(=C2C(=C1NCCNCCO)C(=O)C3=C(C=CC(=C3C2=O)O)O)NCCNCCO. Drug 2: CC1=C(C(CCC1)(C)C)C=CC(=CC=CC(=CC(=O)O)C)C. Cell line: NCI-H226. Synergy scores: CSS=35.7, Synergy_ZIP=-0.269, Synergy_Bliss=-0.701, Synergy_Loewe=-21.9, Synergy_HSA=0.593. (2) Synergy scores: CSS=4.48, Synergy_ZIP=-1.65, Synergy_Bliss=-1.31, Synergy_Loewe=-11.5, Synergy_HSA=-1.42. Drug 1: C1CC(=O)NC(=O)C1N2CC3=C(C2=O)C=CC=C3N. Cell line: OVCAR-4. Drug 2: CCC1(CC2CC(C3=C(CCN(C2)C1)C4=CC=CC=C4N3)(C5=C(C=C6C(=C5)C78CCN9C7C(C=CC9)(C(C(C8N6C=O)(C(=O)OC)O)OC(=O)C)CC)OC)C(=O)OC)O.OS(=O)(=O)O.